From a dataset of Catalyst prediction with 721,799 reactions and 888 catalyst types from USPTO. Predict which catalyst facilitates the given reaction. Reactant: C[O:2][C:3](=[O:18])[CH2:4][O:5][C:6]1[CH:11]=[CH:10][C:9]([O:12][CH2:13][C:14]([O:16]C)=[O:15])=[CH:8][CH:7]=1.Cl. Product: [C:14]([CH2:13][O:12][C:9]1[CH:10]=[CH:11][C:6]([O:5][CH2:4][C:3]([OH:18])=[O:2])=[CH:7][CH:8]=1)([OH:16])=[O:15]. The catalyst class is: 74.